Dataset: TCR-epitope binding with 47,182 pairs between 192 epitopes and 23,139 TCRs. Task: Binary Classification. Given a T-cell receptor sequence (or CDR3 region) and an epitope sequence, predict whether binding occurs between them. (1) The epitope is SEISMDNSPNL. The TCR CDR3 sequence is CASSVVGLAGNEQFF. Result: 1 (the TCR binds to the epitope). (2) The epitope is TPINLVRDL. The TCR CDR3 sequence is CASSLGSRAQETQYF. Result: 0 (the TCR does not bind to the epitope). (3) The epitope is KLVALGINAV. The TCR CDR3 sequence is CASSEAVYGNQETQYF. Result: 0 (the TCR does not bind to the epitope). (4) The epitope is WICLLQFAY. The TCR CDR3 sequence is CASTELGDTHNEQFF. Result: 0 (the TCR does not bind to the epitope).